From a dataset of Full USPTO retrosynthesis dataset with 1.9M reactions from patents (1976-2016). Predict the reactants needed to synthesize the given product. (1) Given the product [CH3:1][O:2][C:3]1[CH:8]=[CH:7][C:6]([CH2:9][CH:10]([NH2:29])[C:11]([CH3:14])([CH3:13])[CH3:12])=[CH:5][C:4]=1[O:16][CH2:17][CH2:18][CH2:19][O:20][CH3:21], predict the reactants needed to synthesize it. The reactants are: [CH3:1][O:2][C:3]1[CH:8]=[CH:7][C:6]([CH2:9][C:10](=O)[C:11]([CH3:14])([CH3:13])[CH3:12])=[CH:5][C:4]=1[O:16][CH2:17][CH2:18][CH2:19][O:20][CH3:21].C([O-])(=O)C.[NH4+].[BH3-]C#[N:29].[Na+]. (2) Given the product [C:1]([C:5]1[N:10]=[C:9]([O:11][C:12]2[C:13]([CH3:20])=[CH:14][C:15]([CH3:19])=[CH:16][C:17]=2[CH3:18])[C:8]([C:21]([NH:23][S:24]([C:27]2[C:28](=[O:33])[NH:29][CH:30]=[CH:31][CH:32]=2)(=[O:26])=[O:25])=[O:22])=[CH:7][CH:6]=1)([CH3:4])([CH3:2])[CH3:3], predict the reactants needed to synthesize it. The reactants are: [C:1]([C:5]1[N:10]=[C:9]([O:11][C:12]2[C:17]([CH3:18])=[CH:16][C:15]([CH3:19])=[CH:14][C:13]=2[CH3:20])[C:8]([C:21]([NH:23][S:24]([C:27]2[C:28]([O:33]C)=[N:29][CH:30]=[CH:31][CH:32]=2)(=[O:26])=[O:25])=[O:22])=[CH:7][CH:6]=1)([CH3:4])([CH3:3])[CH3:2].Cl.